Task: Predict the product of the given reaction.. Dataset: Forward reaction prediction with 1.9M reactions from USPTO patents (1976-2016) Given the reactants [CH3:1][C:2]1[C:6]([CH3:7])=[C:5]([C:8]([OH:10])=O)[NH:4][N:3]=1.F[P-](F)(F)(F)(F)F.N1(O[P+](N2CCCC2)(N2CCCC2)N2CCCC2)C2C=CC=CC=2N=N1.[C:44]1([C:50]2[NH:59][C:53]3=[N:54][CH:55]=[C:56]([NH2:58])[CH:57]=[C:52]3[CH:51]=2)[CH:49]=[CH:48][CH:47]=[CH:46][CH:45]=1.C(N(C(C)C)CC)(C)C, predict the reaction product. The product is: [CH3:1][C:2]1[C:6]([CH3:7])=[C:5]([C:8]([NH:58][C:56]2[CH:57]=[C:52]3[CH:51]=[C:50]([C:44]4[CH:49]=[CH:48][CH:47]=[CH:46][CH:45]=4)[NH:59][C:53]3=[N:54][CH:55]=2)=[O:10])[NH:4][N:3]=1.